This data is from Reaction yield outcomes from USPTO patents with 853,638 reactions. The task is: Predict the reaction yield, written as a fraction of the theoretical maximum amount of product (1.0 means a 100% yield; for example, 0.34 means a 34% yield). (1) The reactants are Br[C:2]1[CH:11]=[C:10]2[C:5]([CH:6]=[CH:7][N:8]=[C:9]2[Cl:12])=[CH:4][CH:3]=1.[Li]CCCC.[C:18](=[O:20])=[O:19].[OH-].[Na+]. The yield is 0.730. The catalyst is C1COCC1.C(OCC)C. The product is [Cl:12][C:9]1[C:10]2[C:5](=[CH:4][CH:3]=[C:2]([C:18]([OH:20])=[O:19])[CH:11]=2)[CH:6]=[CH:7][N:8]=1. (2) The reactants are [N:1]1[N:2]=[CH:3][N:4]2[C:9]=1[CH:8]=[CH:7][CH:6]=[N:5]2.C1C(=O)N([Br:17])C(=O)C1.C(Cl)(Cl)Cl.C(=O)([O-])[O-].[K+].[K+]. The catalyst is [Cl-].[Na+].O. The product is [Br:17][C:3]1[N:4]2[N:5]=[CH:6][CH:7]=[CH:8][C:9]2=[N:1][N:2]=1. The yield is 0.470. (3) The reactants are [C:1](/[CH:3]=[CH:4]/[S:5]([C:8]1[CH:13]=[CH:12][C:11]([C:14]([CH3:19])([CH3:18])[C:15]([OH:17])=O)=[CH:10][CH:9]=1)(=[O:7])=[O:6])#[N:2].[CH:20]1([CH2:23][NH2:24])[CH2:22][CH2:21]1.Cl.CN(C)CCCN=C=NCC.ON1C2C=CC=CC=2N=N1.C(=O)(O)[O-].[Na+]. The catalyst is O1CCCC1. The product is [C:1](/[CH:3]=[CH:4]/[S:5]([C:8]1[CH:9]=[CH:10][C:11]([C:14]([CH3:19])([CH3:18])[C:15]([NH:24][CH2:23][CH:20]2[CH2:22][CH2:21]2)=[O:17])=[CH:12][CH:13]=1)(=[O:6])=[O:7])#[N:2]. The yield is 0.380. (4) The reactants are [I:1][C:2]1[CH:7]=[CH:6][C:5]([N:8]2[CH2:13][CH2:12][NH:11][CH2:10][CH2:9]2)=[CH:4][CH:3]=1.[CH3:14][C:15]([CH3:17])=O.[BH-](OC(C)=O)(OC(C)=O)OC(C)=O.[Na+].CC(O)=O. The catalyst is ClCCCl.C1COCC1. The product is [I:1][C:2]1[CH:3]=[CH:4][C:5]([N:8]2[CH2:13][CH2:12][N:11]([CH:15]([CH3:17])[CH3:14])[CH2:10][CH2:9]2)=[CH:6][CH:7]=1. The yield is 0.850. (5) The reactants are Br[C:2]1[CH:3]=[C:4]([N:8]2[C:16]3[CH:15]=[CH:14][C:13](=[O:17])[NH:12][C:11]=3[C:10]([C:18]([NH2:20])=[O:19])=[N:9]2)[CH:5]=[CH:6][CH:7]=1.[C:21]([C@:23]1([OH:30])[CH2:27][CH2:26][N:25]([CH3:28])[C:24]1=[O:29])#[CH:22]. The yield is 0.185. The catalyst is C(N(CC)CC)C.CN(C=O)C.ClCCl.C1C=CC(P(C2C=CC=CC=2)C2C=CC=CC=2)=CC=1.C1C=CC(P(C2C=CC=CC=2)C2C=CC=CC=2)=CC=1.Cl[Pd]Cl.[Cu]I. The product is [OH:30][C@@:23]1([C:21]#[C:22][C:2]2[CH:3]=[C:4]([N:8]3[C:16]4[CH:15]=[CH:14][C:13](=[O:17])[NH:12][C:11]=4[C:10]([C:18]([NH2:20])=[O:19])=[N:9]3)[CH:5]=[CH:6][CH:7]=2)[CH2:27][CH2:26][N:25]([CH3:28])[C:24]1=[O:29]. (6) The reactants are [F:1][C:2]1[CH:3]=[CH:4][C:5]([O:10][C:11]2[CH:20]=[CH:19][C:14]3[C:15]([CH3:18])=[N:16][O:17][C:13]=3[CH:12]=2)=[C:6]([CH:9]=1)[C:7]#[N:8].[Br:21]N1C(=O)CCC1=O.C(OOC(=O)C1C=CC=CC=1)(=O)C1C=CC=CC=1. The catalyst is ClC1C=CC=CC=1Cl. The product is [Br:21][CH2:18][C:15]1[C:14]2[CH:19]=[CH:20][C:11]([O:10][C:5]3[CH:4]=[CH:3][C:2]([F:1])=[CH:9][C:6]=3[C:7]#[N:8])=[CH:12][C:13]=2[O:17][N:16]=1. The yield is 0.260.